Predict the product of the given reaction. From a dataset of Forward reaction prediction with 1.9M reactions from USPTO patents (1976-2016). (1) Given the reactants [NH:1]1[C:9]2[C:4](=[CH:5][C:6]([OH:10])=[CH:7][CH:8]=2)[CH:3]=[N:2]1.[Cl:11]N1C(=O)CCC1=O.O, predict the reaction product. The product is: [Cl:11][C:5]1[C:6]([OH:10])=[CH:7][CH:8]=[C:9]2[C:4]=1[CH:3]=[N:2][NH:1]2. (2) Given the reactants [CH3:1][O:2][C:3](=[O:12])[C:4]1[CH:9]=[CH:8][C:7]([CH2:10][OH:11])=[CH:6][CH:5]=1.[CH2:13](I)[CH3:14].CC(C)([O-])C.[K+].O, predict the reaction product. The product is: [CH3:1][O:2][C:3](=[O:12])[C:4]1[CH:9]=[CH:8][C:7]([CH2:10][O:11][CH2:13][CH3:14])=[CH:6][CH:5]=1.